From a dataset of TCR-epitope binding with 47,182 pairs between 192 epitopes and 23,139 TCRs. Binary Classification. Given a T-cell receptor sequence (or CDR3 region) and an epitope sequence, predict whether binding occurs between them. (1) The TCR CDR3 sequence is CTTSSGEADTQYF. Result: 0 (the TCR does not bind to the epitope). The epitope is KLSYGIATV. (2) The epitope is ALLADKFPV. The TCR CDR3 sequence is CASSSGLAVADTQYF. Result: 1 (the TCR binds to the epitope). (3) The epitope is RAKFKQLL. The TCR CDR3 sequence is CSARDREGGNSPLHF. Result: 1 (the TCR binds to the epitope). (4) The epitope is IQYIDIGNY. The TCR CDR3 sequence is CASSYSLTNTGELFF. Result: 1 (the TCR binds to the epitope). (5) The epitope is AVFDRKSDAK. The TCR CDR3 sequence is CATSYSDGPYEQYF. Result: 1 (the TCR binds to the epitope).